This data is from Forward reaction prediction with 1.9M reactions from USPTO patents (1976-2016). The task is: Predict the product of the given reaction. (1) Given the reactants F[C:2]1[C:7]([C:8]([OH:10])=O)=[CH:6][CH:5]=[C:4]([F:11])[N:3]=1.Cl.[Cl:13][C:14]1[CH:19]=[CH:18][C:17]([CH2:20][CH2:21][O:22][CH2:23][C:24]([NH2:26])=[NH:25])=[CH:16][CH:15]=1, predict the reaction product. The product is: [Cl:13][C:14]1[CH:15]=[CH:16][C:17]([CH2:20][CH2:21][O:22][CH2:23][C:24]2[NH:26][C:8](=[O:10])[C:7]3[CH:6]=[CH:5][C:4]([F:11])=[N:3][C:2]=3[N:25]=2)=[CH:18][CH:19]=1. (2) Given the reactants [N+:1]([CH2:4][C@@:5]1([CH2:15][C:16]([O:18][C:19]([CH3:22])([CH3:21])[CH3:20])=[O:17])[CH2:11][C@H:10]2[C@@H:6]1[CH:7]=[C:8]([CH:12]([CH3:14])[CH3:13])[CH2:9]2)([O-])=O.[Cl-].[NH4+], predict the reaction product. The product is: [NH2:1][CH2:4][C@@:5]1([CH2:15][C:16]([O:18][C:19]([CH3:21])([CH3:20])[CH3:22])=[O:17])[CH2:11][C@H:10]2[C@@H:6]1[CH:7]=[C:8]([CH:12]([CH3:14])[CH3:13])[CH2:9]2. (3) Given the reactants [F:1][C:2]1([F:42])[CH2:7][CH2:6][CH:5]([N:8]([CH2:38][CH:39]([CH3:41])[CH3:40])[C:9]2[C:14]([NH:15][C:16]([NH:18][C:19]3[CH:24]=[CH:23][C:22]([CH3:25])=[CH:21][CH:20]=3)=[O:17])=[CH:13][C:12]([C:26]3[C:27]([C:33]([O:35]C)=[O:34])=[CH:28][CH:29]=[C:30]([F:32])[CH:31]=3)=[C:11]([F:37])[CH:10]=2)[CH2:4][CH2:3]1.[OH-].[Li+], predict the reaction product. The product is: [F:42][C:2]1([F:1])[CH2:3][CH2:4][CH:5]([N:8]([CH2:38][CH:39]([CH3:40])[CH3:41])[C:9]2[C:14]([NH:15][C:16]([NH:18][C:19]3[CH:20]=[CH:21][C:22]([CH3:25])=[CH:23][CH:24]=3)=[O:17])=[CH:13][C:12]([C:26]3[C:27]([C:33]([OH:35])=[O:34])=[CH:28][CH:29]=[C:30]([F:32])[CH:31]=3)=[C:11]([F:37])[CH:10]=2)[CH2:6][CH2:7]1.